From a dataset of Full USPTO retrosynthesis dataset with 1.9M reactions from patents (1976-2016). Predict the reactants needed to synthesize the given product. (1) Given the product [NH2:24][C:15]1[N:14]=[C:13]([O:12][CH2:8][CH2:9][CH2:10][CH3:11])[N:21]=[C:20]2[C:16]=1[N:17]=[C:18]([O:22][CH3:23])[N:19]2[CH2:32][CH2:33][N:34]1[CH2:39][CH2:38][N:37]([C:40]([O:42][C:43]([CH3:44])([CH3:46])[CH3:45])=[O:41])[CH2:36][CH2:35]1, predict the reactants needed to synthesize it. The reactants are: FC(F)(F)C(O)=O.[CH2:8]([O:12][C:13]1[N:21]=[C:20]2[C:16]([N:17]=[C:18]([O:22][CH3:23])[NH:19]2)=[C:15]([NH2:24])[N:14]=1)[CH2:9][CH2:10][CH3:11].C(=O)([O-])[O-].[K+].[K+].Br[CH2:32][CH2:33][N:34]1[CH2:39][CH2:38][N:37]([C:40]([O:42][C:43]([CH3:46])([CH3:45])[CH3:44])=[O:41])[CH2:36][CH2:35]1. (2) Given the product [CH2:1]([O:3][C:4](=[O:18])[CH2:5][C:6]1[C:10]2[CH:11]=[C:12]([CH:15]=[O:21])[CH:13]=[CH:14][C:9]=2[O:8][C:7]=1[CH3:17])[CH3:2], predict the reactants needed to synthesize it. The reactants are: [CH2:1]([O:3][C:4](=[O:18])[CH2:5][C:6]1[C:10]2[CH:11]=[C:12]([C:15]#N)[CH:13]=[CH:14][C:9]=2[O:8][C:7]=1[CH3:17])[CH3:2].C(O)(=[O:21])C.N1C=CC=CC=1. (3) Given the product [Br:8][C:9]1[CH:10]=[C:11]([CH2:15][NH:5][CH3:4])[CH:12]=[N:13][CH:14]=1, predict the reactants needed to synthesize it. The reactants are: Cl.CN.[C:4]([BH3-])#[N:5].[Na+].[Br:8][C:9]1[CH:10]=[C:11]([CH:15]=O)[CH:12]=[N:13][CH:14]=1.[OH-].[Na+]. (4) Given the product [OH:1][C@H:2]1[CH2:11][CH2:10][C@@H:9]2[C@H:4]([CH2:5][C@@H:6]([C:19]([O:21][CH2:33][CH3:34])=[O:20])[N:7]([C:12]([O:14][C:15]([CH3:16])([CH3:17])[CH3:18])=[O:13])[CH2:8]2)[CH2:3]1, predict the reactants needed to synthesize it. The reactants are: [O:1]=[C:2]1[CH2:11][CH2:10][C@@H:9]2[C@H:4]([CH2:5][C@@H:6]([C:19]([OH:21])=[O:20])[N:7]([C:12]([O:14][C:15]([CH3:18])([CH3:17])[CH3:16])=[O:13])[CH2:8]2)[CH2:3]1.O.O.O.O.O.O.O.[Cl-].[Cl-].[Cl-].[Ce+3].[C:33](O)(=O)[CH3:34].